This data is from Forward reaction prediction with 1.9M reactions from USPTO patents (1976-2016). The task is: Predict the product of the given reaction. (1) Given the reactants [F:1][C:2]1[CH:3]=[C:4]([OH:12])[CH:5]=[C:6]([F:11])[C:7]=1[N+:8]([O-:10])=[O:9].C(=O)([O-])[O-].[K+].[K+].[CH2:19](Br)[C:20]1[CH:25]=[CH:24][CH:23]=[CH:22][CH:21]=1.C(OCC)(=O)C, predict the reaction product. The product is: [CH2:19]([O:12][C:4]1[CH:5]=[C:6]([F:11])[C:7]([N+:8]([O-:10])=[O:9])=[C:2]([F:1])[CH:3]=1)[C:20]1[CH:25]=[CH:24][CH:23]=[CH:22][CH:21]=1. (2) Given the reactants [C:1]([C:5]1[CH:10]=[C:9]([S:11][CH:12]2[CH2:17][CH2:16][NH:15][CH2:14][CH2:13]2)[CH:8]=[C:7]([C:18]([CH3:21])([CH3:20])[CH3:19])[C:6]=1[OH:22])([CH3:4])([CH3:3])[CH3:2].C(N(C(C)C)CC)(C)C.[CH3:32][O:33][C:34]([C:36]1[N:37]([CH3:45])[C:38]([S:41](Cl)(=[O:43])=[O:42])=[CH:39][CH:40]=1)=[O:35], predict the reaction product. The product is: [CH3:32][O:33][C:34]([C:36]1[N:37]([CH3:45])[C:38]([S:41]([N:15]2[CH2:16][CH2:17][CH:12]([S:11][C:9]3[CH:8]=[C:7]([C:18]([CH3:21])([CH3:20])[CH3:19])[C:6]([OH:22])=[C:5]([C:1]([CH3:4])([CH3:3])[CH3:2])[CH:10]=3)[CH2:13][CH2:14]2)(=[O:43])=[O:42])=[CH:39][CH:40]=1)=[O:35]. (3) Given the reactants [NH:1]([C:3](=[O:14])[C@@H:4]([NH:6][C:7](=[O:13])[O:8][C:9]([CH3:12])([CH3:11])[CH3:10])[CH3:5])[NH2:2].[C:15](F)(=[O:22])[C:16]1[CH:21]=[CH:20][CH:19]=[CH:18][CH:17]=1, predict the reaction product. The product is: [C:15]([NH:2][NH:1][C:3](=[O:14])[C@@H:4]([NH:6][C:7](=[O:13])[O:8][C:9]([CH3:10])([CH3:12])[CH3:11])[CH3:5])(=[O:22])[C:16]1[CH:21]=[CH:20][CH:19]=[CH:18][CH:17]=1. (4) Given the reactants [CH3:1][O:2][C@@H:3]1[C@H:10]([OH:11])[CH2:9][CH2:8][C@@:5]2([O:7][CH2:6]2)[C@H:4]1[C@:12]1([CH3:20])[C@@H:14]([CH2:15][CH:16]=[C:17]([CH3:19])[CH3:18])[O:13]1.[F:21][C:22]([F:44])([F:43])[C:23]1[CH:28]=[CH:27][C:26]([P:29](=[O:42])([C:32]2[CH:37]=[CH:36][C:35]([C:38]([F:41])([F:40])[F:39])=[CH:34][CH:33]=2)[CH:30]=[CH2:31])=[CH:25][CH:24]=1.[OH-].[K+], predict the reaction product. The product is: [CH3:1][O:2][C@@H:3]1[C@H:10]([O:11][CH2:31][CH2:30][P:29](=[O:42])([C:32]2[CH:37]=[CH:36][C:35]([C:38]([F:40])([F:39])[F:41])=[CH:34][CH:33]=2)[C:26]2[CH:27]=[CH:28][C:23]([C:22]([F:21])([F:43])[F:44])=[CH:24][CH:25]=2)[CH2:9][CH2:8][C@@:5]2([O:7][CH2:6]2)[C@H:4]1[C@:12]1([CH3:20])[C@@H:14]([CH2:15][CH:16]=[C:17]([CH3:19])[CH3:18])[O:13]1. (5) Given the reactants [N:1]12[CH2:7][C:4]([C:8]([C:17]3[CH:22]=[CH:21][CH:20]=[CH:19][CH:18]=3)([C:11]3[CH:16]=[CH:15][CH:14]=[CH:13][CH:12]=3)[C:9]#[N:10])([CH2:5][CH2:6]1)[CH2:3][CH2:2]2.[C:23]1([O:29][CH2:30][CH2:31][CH2:32][Br:33])[CH:28]=[CH:27][CH:26]=[CH:25][CH:24]=1, predict the reaction product. The product is: [Br-:33].[C:9]([C:8]([C:17]1[CH:22]=[CH:21][CH:20]=[CH:19][CH:18]=1)([C:11]1[CH:12]=[CH:13][CH:14]=[CH:15][CH:16]=1)[C:4]12[CH2:7][N+:1]([CH2:32][CH2:31][CH2:30][O:29][C:23]3[CH:28]=[CH:27][CH:26]=[CH:25][CH:24]=3)([CH2:6][CH2:5]1)[CH2:2][CH2:3]2)#[N:10].